From a dataset of Full USPTO retrosynthesis dataset with 1.9M reactions from patents (1976-2016). Predict the reactants needed to synthesize the given product. (1) Given the product [F:1][C:2]1[CH:7]=[CH:6][C:5]([N:8]2[C:12]([C:13]([OH:15])=[O:14])=[CH:11][N:10]=[C:9]2[CH2:18][N:19]([CH3:31])[C:20]2[C:25]([F:26])=[CH:24][CH:23]=[C:22]([F:27])[C:21]=2[F:28])=[CH:4][CH:3]=1, predict the reactants needed to synthesize it. The reactants are: [F:1][C:2]1[CH:7]=[CH:6][C:5]([N:8]2[C:12]([C:13]([O:15]CC)=[O:14])=[CH:11][N:10]=[C:9]2[CH2:18][NH:19][C:20]2[C:25]([F:26])=[CH:24][CH:23]=[C:22]([F:27])[C:21]=2[F:28])=[CH:4][CH:3]=1.[H-].[Na+].[CH3:31]I.Cl. (2) Given the product [C:27]([C:26]1[CH:29]=[C:30]([F:33])[CH:31]=[CH:32][C:25]=1[NH:24][C:21]1[CH:20]=[C:19]([F:34])[C:18]([CH2:17][NH:16][C:13]([C:10]2([NH:9][C:7]([C:5]3[CH:4]=[N:3][CH:2]=[N:1][CH:6]=3)=[O:8])[CH2:11][CH2:12]2)=[O:15])=[N:23][CH:22]=1)#[N:28], predict the reactants needed to synthesize it. The reactants are: [N:1]1[CH:6]=[C:5]([C:7]([NH:9][C:10]2([C:13]([OH:15])=O)[CH2:12][CH2:11]2)=[O:8])[CH:4]=[N:3][CH:2]=1.[NH2:16][CH2:17][C:18]1[N:23]=[CH:22][C:21]([NH:24][C:25]2[CH:32]=[CH:31][C:30]([F:33])=[CH:29][C:26]=2[C:27]#[N:28])=[CH:20][C:19]=1[F:34].CN(C(ON1N=NC2C=CC=CC1=2)=[N+](C)C)C.[B-](F)(F)(F)F. (3) Given the product [F:32][C:33]([F:35])([F:34])[S:8][CH2:1][CH2:2][C@@H:3]([C:4]([OH:6])=[O:5])[NH2:7].[F:32][C:33]([NH:30][C@H:26]([C:27]([OH:29])=[O:28])[CH2:25][SH:24])([F:35])[F:34], predict the reactants needed to synthesize it. The reactants are: [CH2:1]([S:8][S:8][CH2:1][CH2:2][C@H:3]([NH2:7])[C:4]([OH:6])=[O:5])[CH2:2][C@H:3]([NH2:7])[C:4]([OH:6])=[O:5].[CH2:25]([S:24][S:24][CH2:25][C@H:26]([NH2:30])[C:27]([OH:29])=[O:28])[C@H:26]([NH2:30])[C:27]([OH:29])=[O:28].[Na].[F:32][C:33](I)([F:35])[F:34]. (4) Given the product [CH3:1][O:2][C:3]1[CH:12]=[CH:11][CH:10]=[C:9]2[C:4]=1[CH2:5][CH2:6][CH2:7][C@H:8]2[NH2:13], predict the reactants needed to synthesize it. The reactants are: [CH3:1][O:2][C:3]1[CH:12]=[CH:11][CH:10]=[C:9]2[C:4]=1[CH2:5][CH2:6][CH2:7][C@H:8]2[NH:13][C@@H](C1C=CC=CC=1)CO.CN.I(O)(=O)(=O)=O. (5) Given the product [CH2:29]([NH:31][C:17]([C:16]1[C:15]2[CH2:14][CH:13]3[O:20][CH:10]([CH2:11][CH2:12]3)[C:9]=2[S:8][C:7]=1[NH:6][C:4](=[O:5])[C:3]1[C:21]([C:25]([F:26])([F:28])[F:27])=[CH:22][CH:23]=[CH:24][C:2]=1[F:1])=[O:18])[CH3:30], predict the reactants needed to synthesize it. The reactants are: [F:1][C:2]1[CH:24]=[CH:23][CH:22]=[C:21]([C:25]([F:28])([F:27])[F:26])[C:3]=1[C:4]([NH:6][C:7]1[S:8][C:9]2[CH:10]3[O:20][CH:13]([CH2:14][C:15]=2[C:16]=1[C:17](O)=[O:18])[CH2:12][CH2:11]3)=[O:5].[CH2:29]([NH2:31])[CH3:30].N. (6) Given the product [C:27]([OH:34])(=[O:33])/[CH:28]=[CH:29]/[C:30]([OH:32])=[O:31].[F:1][C:2]1[C:3]([CH2:24][NH:25][CH3:26])=[CH:4][N:5]([S:14]([C:17]2[CH:18]=[N:19][CH:20]=[CH:21][C:22]=2[CH3:23])(=[O:16])=[O:15])[C:6]=1[C:7]1[C:8]([F:13])=[N:9][CH:10]=[CH:11][CH:12]=1, predict the reactants needed to synthesize it. The reactants are: [F:1][C:2]1[C:3]([CH2:24][NH:25][CH3:26])=[CH:4][N:5]([S:14]([C:17]2[CH:18]=[N:19][CH:20]=[CH:21][C:22]=2[CH3:23])(=[O:16])=[O:15])[C:6]=1[C:7]1[C:8]([F:13])=[N:9][CH:10]=[CH:11][CH:12]=1.[C:27]([OH:34])(=[O:33])/[CH:28]=[CH:29]/[C:30]([OH:32])=[O:31]. (7) Given the product [OH:1][C:2]1[CH:7]=[C:6]([CH3:8])[NH:5][C:4](=[O:9])[C:3]=1[C:10](=[O:27])[CH:11]=[CH:12][C:13]1[CH:18]=[CH:17][CH:16]=[C:15]([C:19]([NH:21][CH2:22][C:23]([NH2:29])=[O:24])=[O:20])[CH:14]=1, predict the reactants needed to synthesize it. The reactants are: [OH:1][C:2]1[CH:7]=[C:6]([CH3:8])[NH:5][C:4](=[O:9])[C:3]=1[C:10](=[O:27])[CH:11]=[CH:12][C:13]1[CH:18]=[CH:17][CH:16]=[C:15]([C:19]([NH:21][CH2:22][C:23](OC)=[O:24])=[O:20])[CH:14]=1.[Cl-].[NH4+:29].N.